Dataset: Reaction yield outcomes from USPTO patents with 853,638 reactions. Task: Predict the reaction yield, written as a fraction of the theoretical maximum amount of product (1.0 means a 100% yield; for example, 0.34 means a 34% yield). (1) The reactants are O[CH2:2][CH2:3][C@H:4]1[C:17](=[O:18])[N:16]([CH2:19][C:20]([CH3:23])([CH3:22])[CH3:21])[CH2:15][C:7]2[C:8]3[CH:9]=[N:10][NH:11][C:12]=3[CH:13]=[CH:14][C:6]=2[CH2:5]1.S(Cl)(Cl)=O.C(=O)([O-])[O-].[K+].[K+].[NH:34]1[CH2:39][CH2:38][CH:37]([N:40]2[CH2:49][C:48]3[C:43](=[CH:44][CH:45]=[CH:46][CH:47]=3)[NH:42][C:41]2=[O:50])[CH2:36][CH2:35]1. The catalyst is ClCCl. The product is [CH2:19]([N:16]1[C:17](=[O:18])[C@H:4]([CH2:3][CH2:2][N:34]2[CH2:35][CH2:36][CH:37]([N:40]3[CH2:49][C:48]4[C:43](=[CH:44][CH:45]=[CH:46][CH:47]=4)[NH:42][C:41]3=[O:50])[CH2:38][CH2:39]2)[CH2:5][C:6]2[CH:14]=[CH:13][C:12]3[NH:11][N:10]=[CH:9][C:8]=3[C:7]=2[CH2:15]1)[C:20]([CH3:23])([CH3:22])[CH3:21]. The yield is 0.250. (2) The reactants are [N+:1]([C:4]1[CH:5]=[CH:6][C:7]([NH:10][C:11](=[O:17])[O:12][C:13]([CH3:16])([CH3:15])[CH3:14])=[N:8][CH:9]=1)([O-])=O. The catalyst is CCO.[Pd]. The product is [NH2:1][C:4]1[CH:5]=[CH:6][C:7]([NH:10][C:11](=[O:17])[O:12][C:13]([CH3:15])([CH3:14])[CH3:16])=[N:8][CH:9]=1. The yield is 0.980.